Predict the product of the given reaction. From a dataset of Forward reaction prediction with 1.9M reactions from USPTO patents (1976-2016). (1) Given the reactants [O:1]1[CH2:6][CH2:5][CH2:4][CH2:3][CH:2]1[O:7][CH2:8][CH2:9][C:10]([OH:12])=[O:11].[CH:13]1[CH:18]=[CH:17][C:16]([CH2:19]Br)=[CH:15][CH:14]=1, predict the reaction product. The product is: [O:1]1[CH2:6][CH2:5][CH2:4][CH2:3][CH:2]1[O:7][CH2:8][CH2:9][C:10]([O:12][CH2:19][C:16]1[CH:17]=[CH:18][CH:13]=[CH:14][CH:15]=1)=[O:11]. (2) Given the reactants C([O-])([O-])=O.[Na+].[Na+].[S:7]1[C:11]2[CH:12]=[CH:13][CH:14]=[CH:15][C:10]=2[N:9]=[C:8]1[NH:16][C:17]1[CH:38]=[CH:37][C:20]([O:21][C:22]2[C:27]([C@H:28]3[CH2:33][CH2:32][CH2:31][N:30]([C:34](=[O:36])[CH3:35])[CH2:29]3)=[CH:26][CH:25]=[CH:24][N:23]=2)=[CH:19][CH:18]=1, predict the reaction product. The product is: [S:7]1[C:11]2[CH:12]=[CH:13][CH:14]=[CH:15][C:10]=2[N:9]=[C:8]1[NH:16][C:17]1[CH:38]=[CH:37][C:20]([O:21][C:22]2[C:27]([C@@H:28]3[CH2:33][CH2:32][CH2:31][N:30]([C:34](=[O:36])[CH3:35])[CH2:29]3)=[CH:26][CH:25]=[CH:24][N:23]=2)=[CH:19][CH:18]=1. (3) Given the reactants [CH3:1][N:2]1[CH2:7][CH2:6][CH:5]([O:8][C:9]2[CH:10]=[C:11]([CH:28]=[CH:29][CH:30]=2)[CH2:12][NH:13][CH2:14][C:15]2[CH:20]=[CH:19][C:18]([O:21][C:22]3[CH:27]=[CH:26][CH:25]=[CH:24][CH:23]=3)=[CH:17][CH:16]=2)[CH2:4][CH2:3]1.[CH:31](O)=O, predict the reaction product. The product is: [CH3:31][N:13]([CH2:12][C:11]1[CH:28]=[CH:29][CH:30]=[C:9]([O:8][CH:5]2[CH2:4][CH2:3][N:2]([CH3:1])[CH2:7][CH2:6]2)[CH:10]=1)[CH2:14][C:15]1[CH:20]=[CH:19][C:18]([O:21][C:22]2[CH:23]=[CH:24][CH:25]=[CH:26][CH:27]=2)=[CH:17][CH:16]=1. (4) Given the reactants [CH2:1]([O:3][C:4](=[O:25])[CH2:5][N:6]1[C:12]2[CH:13]=[CH:14][C:15]([Cl:17])=[CH:16][C:11]=2[C:10]([C:18]2[CH:23]=[CH:22][CH:21]=[CH:20][CH:19]=2)=[N:9][CH2:8][C:7]1=[O:24])[CH3:2].[CH3:26][O:27][C:28]1[CH:29]=[C:30]([CH:36]=[C:37]([O:39][CH3:40])[CH:38]=1)[O:31][CH2:32][C:33](O)=[O:34], predict the reaction product. The product is: [CH2:1]([O:3][C:4](=[O:25])[CH2:5][N:6]1[C:12]2[CH:13]=[CH:14][C:15]([Cl:17])=[CH:16][C:11]=2[C@@:10]2([C:18]3[CH:23]=[CH:22][CH:21]=[CH:20][CH:19]=3)[C@H:32]([O:31][C:30]3[CH:36]=[C:37]([O:39][CH3:40])[CH:38]=[C:28]([O:27][CH3:26])[CH:29]=3)[C:33](=[O:34])[N:9]2[CH2:8][C:7]1=[O:24])[CH3:2]. (5) Given the reactants [H-].[Na+].COP([CH2:9][C:10]([O:12][C:13]([CH3:16])([CH3:15])[CH3:14])=[O:11])(OC)=O.[F:17][C:18]1[CH:23]=[CH:22][C:21]([C:24]2([N:27]3[CH2:32][CH2:31][C:30](=O)[CH2:29][CH2:28]3)[CH2:26][CH2:25]2)=[CH:20][CH:19]=1, predict the reaction product. The product is: [F:17][C:18]1[CH:23]=[CH:22][C:21]([C:24]2([N:27]3[CH2:28][CH2:29][C:30](=[CH:9][C:10]([O:12][C:13]([CH3:16])([CH3:15])[CH3:14])=[O:11])[CH2:31][CH2:32]3)[CH2:25][CH2:26]2)=[CH:20][CH:19]=1. (6) The product is: [CH2:11]([O:14][C@@H:15]1[C@@H:23]([CH:24]=[O:25])[O:22][C@H:21]2[C@H:17]([N:18]=[C:19]([N:26]([CH2:34][CH3:35])[C:27](=[O:33])[O:28][C:29]([CH3:30])([CH3:31])[CH3:32])[S:20]2)[C@H:16]1[O:36][CH2:37][CH:38]=[CH2:39])[CH:12]=[CH2:13]. Given the reactants CS(C)=O.C(Cl)(=O)C(Cl)=O.[CH2:11]([O:14][C@@H:15]1[C@@H:23]([CH2:24][OH:25])[O:22][C@H:21]2[C@H:17]([N:18]=[C:19]([N:26]([CH2:34][CH3:35])[C:27](=[O:33])[O:28][C:29]([CH3:32])([CH3:31])[CH3:30])[S:20]2)[C@H:16]1[O:36][CH2:37][CH:38]=[CH2:39])[CH:12]=[CH2:13].C(N(CC)CC)C, predict the reaction product.